Dataset: Full USPTO retrosynthesis dataset with 1.9M reactions from patents (1976-2016). Task: Predict the reactants needed to synthesize the given product. (1) Given the product [NH:9]([C:13]1[CH:14]=[CH:15][C:16]([C:6]2[CH:5]=[CH:4][CH:3]=[C:2]([B:28]([OH:30])[OH:29])[CH:7]=2)=[CH:17][CH:18]=1)[C:10]([NH2:12])=[O:11], predict the reactants needed to synthesize it. The reactants are: I[C:2]1[CH:3]=[C:4](Br)[CH:5]=[CH:6][CH:7]=1.[NH:9]([C:13]1[CH:18]=[CH:17][C:16](B2OC(C)(C)C(C)(C)O2)=[CH:15][CH:14]=1)[C:10]([NH2:12])=[O:11].[BH:28]([OH:30])[OH:29]. (2) Given the product [Si:17]([O:1][C@H:2]1[CH2:6][CH2:5][NH:4][C:3]1=[O:7])([C:14]([CH3:16])([CH3:15])[CH3:13])([CH3:19])[CH3:18], predict the reactants needed to synthesize it. The reactants are: [OH:1][C@H:2]1[CH2:6][CH2:5][NH:4][C:3]1=[O:7].N1C=CN=C1.[CH3:13][C:14]([Si:17](Cl)([CH3:19])[CH3:18])([CH3:16])[CH3:15]. (3) Given the product [CH3:13][C:10]1[CH:11]=[CH:12][C:7]2[N:8]([C:4]([CH2:3][S:27][C:25]3[S:26][C:22]([CH3:21])=[N:23][N:24]=3)=[C:5]([C:14]3[CH:19]=[CH:18][C:17]([CH3:20])=[CH:16][CH:15]=3)[N:6]=2)[CH:9]=1, predict the reactants needed to synthesize it. The reactants are: Cl.Cl[CH2:3][C:4]1[N:8]2[CH:9]=[C:10]([CH3:13])[CH:11]=[CH:12][C:7]2=[N:6][C:5]=1[C:14]1[CH:19]=[CH:18][C:17]([CH3:20])=[CH:16][CH:15]=1.[CH3:21][C:22]1[S:26][C:25]([SH:27])=[N:24][N:23]=1. (4) Given the product [CH2:19]([NH:18][C:16](/[C:15](=[CH:7]/[CH:6]=[CH:5]/[C:4]1[CH:9]=[CH:10][C:11]([OH:12])=[C:2]([OH:1])[CH:3]=1)/[C:13]#[N:14])=[O:17])[C:20]1[CH:25]=[CH:24][CH:23]=[CH:22][CH:21]=1, predict the reactants needed to synthesize it. The reactants are: [OH:1][C:2]1[CH:3]=[C:4]([CH:9]=[CH:10][C:11]=1[OH:12])[CH:5]=[CH:6][CH:7]=O.[C:13]([CH2:15][C:16]([N-:18][CH2:19][C:20]1[CH:25]=[CH:24][CH:23]=[CH:22][CH:21]=1)=[O:17])#[N:14].N1CCCCC1.Cl. (5) The reactants are: [CH3:1][C@H:2]1[CH2:7][CH2:6][CH:5]([C:8]2[CH:13]=[CH:12][CH:11]=[CH:10][CH:9]=2)[S:4](=[O:15])(=[O:14])[N:3]1[CH2:16][C:17]1[CH:25]=[CH:24][C:20]([C:21]([OH:23])=O)=[CH:19][CH:18]=1.[O:26]1[CH2:31][CH2:30][CH:29]([NH2:32])[CH2:28][CH2:27]1.C(N(CC)CC)C.F[P-](F)(F)(F)(F)F.N1(OC(N(C)C)=[N+](C)C)C2N=CC=CC=2N=N1. Given the product [CH3:1][C@H:2]1[CH2:7][CH2:6][CH:5]([C:8]2[CH:9]=[CH:10][CH:11]=[CH:12][CH:13]=2)[S:4](=[O:15])(=[O:14])[N:3]1[CH2:16][C:17]1[CH:18]=[CH:19][C:20]([C:21]([NH:32][CH:29]2[CH2:30][CH2:31][O:26][CH2:27][CH2:28]2)=[O:23])=[CH:24][CH:25]=1, predict the reactants needed to synthesize it. (6) Given the product [CH2:1]1[C:9]2[C:4](=[CH:5][C:6]([NH:10][C:11]([N:13]3[CH2:18][CH2:17][N:16]([C:19]4[N:24]=[C:23]([O:35][CH3:34])[N:22]=[C:21]5[N:29]([CH3:32])[N:30]=[CH:31][C:20]=45)[C@@H:15]([CH3:33])[CH2:14]3)=[O:12])=[CH:7][CH:8]=2)[CH2:3][CH2:2]1, predict the reactants needed to synthesize it. The reactants are: [CH2:1]1[C:9]2[C:4](=[CH:5][C:6]([NH:10][C:11]([N:13]3[CH2:18][CH2:17][N:16]([C:19]4[N:24]=[C:23](S(C)(=O)=O)[N:22]=[C:21]5[N:29]([CH3:32])[N:30]=[CH:31][C:20]=45)[C@@H:15]([CH3:33])[CH2:14]3)=[O:12])=[CH:7][CH:8]=2)[CH2:3][CH2:2]1.[CH3:34][O-:35].[Na+].